Dataset: Peptide-MHC class II binding affinity with 134,281 pairs from IEDB. Task: Regression. Given a peptide amino acid sequence and an MHC pseudo amino acid sequence, predict their binding affinity value. This is MHC class II binding data. (1) The peptide sequence is RSALILRGSVAHKSC. The MHC is DRB1_1101 with pseudo-sequence DRB1_1101. The binding affinity (normalized) is 0.484. (2) The peptide sequence is LRTLVLAPTRVVLSE. The MHC is HLA-DQA10102-DQB10501 with pseudo-sequence HLA-DQA10102-DQB10501. The binding affinity (normalized) is 0.834. (3) The peptide sequence is AAGVPPADKYRTFVA. The MHC is HLA-DPA10201-DPB10101 with pseudo-sequence HLA-DPA10201-DPB10101. The binding affinity (normalized) is 0.0786.